From a dataset of Reaction yield outcomes from USPTO patents with 853,638 reactions. Predict the reaction yield, written as a fraction of the theoretical maximum amount of product (1.0 means a 100% yield; for example, 0.34 means a 34% yield). The reactants are [CH3:1][C@H:2]1[C@@H:11]([N:12]2[CH2:16][CH2:15][CH2:14][C:13]2=[O:17])[CH2:10][CH2:9][C:4]2([O:8][CH2:7][CH2:6][O:5]2)[CH2:3]1.[Li+].CC([N-]C(C)C)C.Br[CH2:27][C:28]1[CH:33]=[CH:32][C:31]([Cl:34])=[CH:30][C:29]=1[Cl:35]. No catalyst specified. The product is [Cl:35][C:29]1[CH:30]=[C:31]([Cl:34])[CH:32]=[CH:33][C:28]=1[CH2:27][CH:14]1[CH2:15][CH2:16][N:12]([C@H:11]2[CH2:10][CH2:9][C:4]3([O:5][CH2:6][CH2:7][O:8]3)[CH2:3][C@H:2]2[CH3:1])[C:13]1=[O:17]. The yield is 0.560.